This data is from Catalyst prediction with 721,799 reactions and 888 catalyst types from USPTO. The task is: Predict which catalyst facilitates the given reaction. (1) Reactant: [N:1]1[CH:6]=[CH:5][CH:4]=[C:3]([C@H:7]2[CH2:11][C@H:10]([OH:12])[CH:9]=[CH:8]2)[CH:2]=1. Product: [N:1]1[CH:6]=[CH:5][CH:4]=[C:3]([C@@H:7]2[CH2:8][CH2:9][C@@H:10]([OH:12])[CH2:11]2)[CH:2]=1. The catalyst class is: 50. (2) Reactant: FC(F)(F)C(O)=O.FC(F)(F)C(O)=O.FC(F)(F)C(O)=O.[N:22]1([CH2:26][C:27]2[CH:28]=[C:29]([CH:59]=[CH:60][CH:61]=2)[CH2:30][N:31]2[C:35]3[CH:36]=[CH:37][C:38]4[N:39]([C:40]([CH3:43])=[N:41][N:42]=4)[C:34]=3[CH:33]=[C:32]2[C:44]([O:46]CC2C=CC=C(CN3CCC3)C=2)=[O:45])[CH2:25][CH2:24][CH2:23]1.[OH-].[Na+]. Product: [N:22]1([CH2:26][C:27]2[CH:28]=[C:29]([CH:59]=[CH:60][CH:61]=2)[CH2:30][N:31]2[C:35]3[CH:36]=[CH:37][C:38]4[N:39]([C:40]([CH3:43])=[N:41][N:42]=4)[C:34]=3[CH:33]=[C:32]2[C:44]([OH:46])=[O:45])[CH2:25][CH2:24][CH2:23]1. The catalyst class is: 7. (3) Reactant: [OH-].[Na+].C([O:6][CH2:7][CH2:8][C:9]1[CH:14]=[CH:13][C:12]([C:15]2[N:19]([C:20]3[CH:25]=[CH:24][C:23]([N:26]4[CH:30]=[CH:29][CH:28]=[CH:27]4)=[CH:22][CH:21]=3)[N:18]=[C:17]([C:31]([F:34])([F:33])[F:32])[CH:16]=2)=[CH:11][CH:10]=1)(=O)C.Cl. Product: [N:26]1([C:23]2[CH:24]=[CH:25][C:20]([N:19]3[C:15]([C:12]4[CH:13]=[CH:14][C:9]([CH2:8][CH2:7][OH:6])=[CH:10][CH:11]=4)=[CH:16][C:17]([C:31]([F:33])([F:32])[F:34])=[N:18]3)=[CH:21][CH:22]=2)[CH:30]=[CH:29][CH:28]=[CH:27]1. The catalyst class is: 36. (4) Reactant: [CH:1]1([C:4]2[CH:5]=[C:6]([OH:10])[N:7]([CH3:9])[N:8]=2)[CH2:3][CH2:2]1.[H-].[Na+].C1C=CC(N([S:20]([C:23]([F:26])([F:25])[F:24])(=[O:22])=[O:21])[S:20]([C:23]([F:26])([F:25])[F:24])(=[O:22])=[O:21])=CC=1.O. Product: [CH:1]1([C:4]2[CH:5]=[C:6]([O:10][S:20]([C:23]([F:26])([F:25])[F:24])(=[O:22])=[O:21])[N:7]([CH3:9])[N:8]=2)[CH2:3][CH2:2]1. The catalyst class is: 1. (5) Reactant: Cl.[Cl:2][C:3]1[CH:8]=[CH:7][C:6]([N:9]2[CH:13]=[C:12]([C@@H:14]([NH:16]C(=O)OC(C)(C)C)[CH3:15])[N:11]=[N:10]2)=[CH:5][CH:4]=1. Product: [Cl:2][C:3]1[CH:4]=[CH:5][C:6]([N:9]2[CH:13]=[C:12]([C@@H:14]([NH2:16])[CH3:15])[N:11]=[N:10]2)=[CH:7][CH:8]=1. The catalyst class is: 12. (6) Reactant: [OH:1][C:2]1[CH:7]=[CH:6][C:5]([C:8]([F:11])([F:10])[F:9])=[CH:4][C:3]=1[NH:12][C:13](=[O:15])[CH3:14].[CH3:16][C@@:17]1([CH2:20]OS(C2C=CC=C([N+]([O-])=O)C=2)(=O)=O)[CH2:19][O:18]1.C([O-])([O-])=O.[Cs+].[Cs+]. Product: [CH3:16][C@@:17]1([CH2:20][O:1][C:2]2[CH:7]=[CH:6][C:5]([C:8]([F:10])([F:11])[F:9])=[CH:4][C:3]=2[NH:12][C:13](=[O:15])[CH3:14])[CH2:19][O:18]1. The catalyst class is: 3. (7) Reactant: [CH3:1][C:2]1[S:3][C:4]2[C:13]3[C:12](=[CH:14][CH2:15][NH:16][C:17](=[O:19])[CH3:18])[CH2:11][CH2:10][C:9]=3[CH:8]=[CH:7][C:5]=2[N:6]=1. Product: [CH3:1][C:2]1[S:3][C:4]2[C:13]3[CH:12]([CH2:14][CH2:15][NH:16][C:17](=[O:19])[CH3:18])[CH2:11][CH2:10][C:9]=3[CH:8]=[CH:7][C:5]=2[N:6]=1. The catalyst class is: 129. (8) Reactant: Br[CH2:2][C:3]1[CH:8]=[CH:7][CH:6]=[CH:5][C:4]=1[C:9](=[N:12][O:13][CH3:14])[C:10]#[N:11].[Cl:15][C:16]1[CH:17]=[C:18]([OH:22])[CH:19]=[CH:20][CH:21]=1.C(=O)([O-])[O-].[K+].[K+].C(OCC)C. Product: [Cl:15][C:16]1[CH:17]=[C:18]([CH:19]=[CH:20][CH:21]=1)[O:22][CH2:2][C:3]1[CH:8]=[CH:7][CH:6]=[CH:5][C:4]=1[C:9](=[N:12][O:13][CH3:14])[C:10]#[N:11]. The catalyst class is: 9.